Dataset: Full USPTO retrosynthesis dataset with 1.9M reactions from patents (1976-2016). Task: Predict the reactants needed to synthesize the given product. (1) Given the product [CH2:27]([N:24]1[CH2:25][CH2:26][CH:21]([NH:20][C:35]2[CH:40]=[CH:39][C:38]([S:41]([CH3:44])(=[O:43])=[O:42])=[CH:37][C:36]=2[N+:45]([O-:47])=[O:46])[CH2:22][CH2:23]1)[C:28]1[CH:33]=[CH:32][CH:31]=[CH:30][CH:29]=1, predict the reactants needed to synthesize it. The reactants are: CS(C1C=CC2N(C3CCNCC3)C=NC=2C=1)(=O)=O.[NH2:20][CH:21]1[CH2:26][CH2:25][N:24]([CH2:27][C:28]2[CH:33]=[CH:32][CH:31]=[CH:30][CH:29]=2)[CH2:23][CH2:22]1.F[C:35]1[CH:40]=[CH:39][C:38]([S:41]([CH3:44])(=[O:43])=[O:42])=[CH:37][C:36]=1[N+:45]([O-:47])=[O:46].C(=O)([O-])[O-].[Na+].[Na+]. (2) Given the product [Cl:1][C:2]1[S:6][C:5]([NH:23][C:24]([NH:22][CH:19]2[CH2:20][CH2:21][N:16]([CH3:15])[CH2:17][CH2:18]2)=[O:25])=[CH:4][C:3]=1[N+:12]([O-:14])=[O:13], predict the reactants needed to synthesize it. The reactants are: [Cl:1][C:2]1[S:6][C:5](C(N=[N+]=[N-])=O)=[CH:4][C:3]=1[N+:12]([O-:14])=[O:13].[CH3:15][N:16]1[CH2:21][CH2:20][CH:19]([NH2:22])[CH2:18][CH2:17]1.[N-:23]=[C:24]=[O:25]. (3) Given the product [ClH:1].[Cl:1][C:2]1[C:3]([N:17]2[CH2:22][CH2:21][CH2:20][C@@H:19]([NH:23][CH3:24])[CH2:18]2)=[C:4]2[C:10]([NH:11][C:12](=[O:16])[CH:13]([CH3:15])[CH3:14])=[CH:9][NH:8][C:5]2=[N:6][CH:7]=1, predict the reactants needed to synthesize it. The reactants are: [Cl:1][C:2]1[C:3]([N:17]2[CH2:22][CH2:21][CH2:20][C@@H:19]([N:23](C)[C:24](=O)OC(C)(C)C)[CH2:18]2)=[C:4]2[C:10]([NH:11][C:12](=[O:16])[CH:13]([CH3:15])[CH3:14])=[CH:9][NH:8][C:5]2=[N:6][CH:7]=1.C(O)(C(F)(F)F)=O.